Dataset: Peptide-MHC class I binding affinity with 185,985 pairs from IEDB/IMGT. Task: Regression. Given a peptide amino acid sequence and an MHC pseudo amino acid sequence, predict their binding affinity value. This is MHC class I binding data. (1) The peptide sequence is ERYPRYNQL. The MHC is HLA-B14:01 with pseudo-sequence HLA-B14:02. The binding affinity (normalized) is 0.121. (2) The binding affinity (normalized) is 0.0847. The peptide sequence is AEMGGHAER. The MHC is HLA-A69:01 with pseudo-sequence HLA-A69:01. (3) The peptide sequence is VYFSPWFFL. The MHC is HLA-A24:03 with pseudo-sequence HLA-A24:03. The binding affinity (normalized) is 0.724. (4) The peptide sequence is APDGFYPFK. The MHC is HLA-B39:01 with pseudo-sequence HLA-B39:01. The binding affinity (normalized) is 0.0847.